Dataset: Full USPTO retrosynthesis dataset with 1.9M reactions from patents (1976-2016). Task: Predict the reactants needed to synthesize the given product. (1) Given the product [ClH:1].[Cl:13][C:14]1[CH:21]=[CH:20][C:17]([CH2:18][NH:19][C:10]2[C:9]3[C:4](=[CH:5][CH:6]=[CH:7][CH:8]=3)[N:3]=[C:2]([N:24]3[C:23]([CH3:22])=[CH:27][C:26]([CH3:28])=[N:25]3)[N:11]=2)=[CH:16][CH:15]=1, predict the reactants needed to synthesize it. The reactants are: [Cl:1][C:2]1[N:11]=[C:10](Cl)[C:9]2[C:4](=[CH:5][CH:6]=[CH:7][CH:8]=2)[N:3]=1.[Cl:13][C:14]1[CH:21]=[CH:20][C:17]([CH2:18][NH2:19])=[CH:16][CH:15]=1.[CH3:22][C:23]1[CH:27]=[C:26]([CH3:28])[NH:25][N:24]=1. (2) Given the product [OH:15][C:9]1[CH:10]=[CH:11][C:1]([C:4]2([C:12]3[CH:13]=[CH:14][C:9]([OH:15])=[CH:10][CH:11]=3)[CH2:7][CH:6]([CH2:12][CH2:13][CH3:14])[CH2:5]2)=[CH:2][CH:3]=1, predict the reactants needed to synthesize it. The reactants are: [CH2:1]([CH:4]1[CH2:7][C:6](=O)[CH2:5]1)[CH2:2][CH3:3].[C:9]1([OH:15])[CH:14]=[CH:13][CH:12]=[CH:11][CH:10]=1.S(=O)(=O)(O)O. (3) Given the product [F:49][C:47]1[CH:48]=[C:43]([CH:44]=[C:45]([F:50])[CH:46]=1)[CH2:42][C@H:28]([NH:27][C:1]([C:2]1[CH:10]=[CH:9][C:8]2[O:7][CH2:6][O:5][C:4]=2[CH:3]=1)=[O:12])[C@H:29]([OH:41])[CH2:30][NH:31][CH2:32][C:33]1[CH:38]=[CH:37][CH:36]=[C:35]([CH2:39][CH3:40])[CH:34]=1, predict the reactants needed to synthesize it. The reactants are: [C:1]([OH:12])(=O)[C:2]1[CH:10]=[CH:9][C:8]2[O:7][CH2:6][O:5][C:4]=2[CH:3]=1.C(Cl)CCl.C1C=CC2N(O)N=NC=2C=1.[NH2:27][CH:28]([CH2:42][C:43]1[CH:48]=[C:47]([F:49])[CH:46]=[C:45]([F:50])[CH:44]=1)[CH:29]([OH:41])[CH2:30][NH:31][CH2:32][C:33]1[CH:38]=[CH:37][CH:36]=[C:35]([CH2:39][CH3:40])[CH:34]=1. (4) The reactants are: [NH2:1][CH2:2][CH2:3][NH:4][C:5]1[N:10]=[C:9]([C:11]2[CH:16]=[CH:15][C:14]([C:17]#[N:18])=[CH:13][CH:12]=2)[C:8]([C:19]2[NH:20][CH:21]=[CH:22][N:23]=2)=[CH:7][N:6]=1.Cl[C:25]1[CH:30]=[C:29]([N+:31]([O-:33])=[O:32])[CH:28]=[CH:27][C:26]=1[S:34](C1C=CC([N+]([O-])=O)=CC=1Cl)(=[O:36])=[O:35].CCN(C(C)C)C(C)C. Given the product [NH:20]1[CH:21]=[CH:22][N:23]=[C:19]1[C:8]1[C:9]([C:11]2[CH:16]=[CH:15][C:14]([C:17]#[N:18])=[CH:13][CH:12]=2)=[N:10][C:5]([NH:4][CH2:3][CH2:2][NH:1][S:34]([C:26]2[CH:25]=[CH:30][C:29]([N+:31]([O-:33])=[O:32])=[CH:28][CH:27]=2)(=[O:35])=[O:36])=[N:6][CH:7]=1, predict the reactants needed to synthesize it. (5) Given the product [NH2:16][C:17]1[C:25]2[C:20](=[CH:21][CH:22]=[CH:23][C:24]=2[F:26])[C:19]([C:34]2[CH:35]=[C:36]([CH3:43])[C:37](=[O:42])[N:38]([CH2:40][CH3:41])[CH:39]=2)([C:27]2[CH:32]=[CH:31][CH:30]=[C:29]([C:5]3[CH:6]=[N:1][CH:2]=[N:3][CH:4]=3)[CH:28]=2)[N:18]=1, predict the reactants needed to synthesize it. The reactants are: [N:1]1[CH:6]=[C:5](B(O)O)[CH:4]=[N:3][CH:2]=1.C(=O)([O-])[O-].[Cs+].[Cs+].[NH2:16][C:17]1[C:25]2[C:20](=[CH:21][CH:22]=[CH:23][C:24]=2[F:26])[C:19]([C:34]2[CH:35]=[C:36]([CH3:43])[C:37](=[O:42])[N:38]([CH2:40][CH3:41])[CH:39]=2)([C:27]2[CH:32]=[CH:31][CH:30]=[C:29](Br)[CH:28]=2)[N:18]=1. (6) Given the product [Br:1][C:2]1[CH:10]=[CH:9][CH:8]=[C:7]([F:11])[C:3]=1[C:4]([O:6][CH3:12])=[O:5], predict the reactants needed to synthesize it. The reactants are: [Br:1][C:2]1[CH:10]=[CH:9][CH:8]=[C:7]([F:11])[C:3]=1[C:4]([OH:6])=[O:5].[C:12](=O)([O-])[O-].[Na+].[Na+]. (7) Given the product [Cl:1][C:2]1[CH:7]=[CH:6][C:5]([C:8]2[C:9](=[O:28])[C:10]3[CH:11]=[CH:12][C:13]4[NH:25][CH2:24][CH2:23][CH2:22][O:21][C:14]=4[C:15]=3[O:16][C:17]=2[CH:18]([CH3:20])[CH3:19])=[CH:4][CH:3]=1, predict the reactants needed to synthesize it. The reactants are: [Cl:1][C:2]1[CH:7]=[CH:6][C:5]([C:8]2[C:9](=[O:28])[C:10]3[CH:11]=[CH:12][C:13]4[N:25](C=O)[CH2:24][CH2:23][CH2:22][O:21][C:14]=4[C:15]=3[O:16][C:17]=2[CH:18]([CH3:20])[CH3:19])=[CH:4][CH:3]=1.